From a dataset of Full USPTO retrosynthesis dataset with 1.9M reactions from patents (1976-2016). Predict the reactants needed to synthesize the given product. (1) Given the product [Cl:1][C:2]1[N:3]([CH2:10][C:11]([CH3:13])([OH:12])[CH2:14][S:15][C:16]2[N:20]([C:21]3[CH:26]=[CH:25][CH:24]=[CH:23][CH:22]=3)[N:19]=[N:18][N:17]=2)[CH:4]=[C:5]([N+:7]([O-:9])=[O:8])[N:6]=1, predict the reactants needed to synthesize it. The reactants are: [Cl:1][C:2]1[NH:3][CH:4]=[C:5]([N+:7]([O-:9])=[O:8])[N:6]=1.[CH3:10][C:11]1([CH2:14][S:15][C:16]2[N:20]([C:21]3[CH:26]=[CH:25][CH:24]=[CH:23][CH:22]=3)[N:19]=[N:18][N:17]=2)[CH2:13][O:12]1.C([O-])(=O)C.[Na+]. (2) Given the product [C:40]([O:43][CH:44]=[CH2:45])(=[O:42])[CH3:41].[CH2:1]=[CH2:2].[CH:14]([Cl:48])=[CH2:9].[CH2:49]([NH:51][C:29](=[O:28])[CH:34]=[CH2:33])[OH:50], predict the reactants needed to synthesize it. The reactants are: [CH2:1]([C:9]1[CH:14]=CC=CC=1O)[CH2:2]CCCCCC.[Na].CCCCCCCCC([O:28][C:29]1[CH:34]=[CH:33]C=CC=1)CO.C([O-])(=O)C.[Na+].[C:40]([O:43][CH:44]=[CH2:45])(=[O:42])[CH3:41].C([Cl:48])=C.[CH2:49]([NH:51]C(=O)C=C)[OH:50].C=C.S([O-])[O-].C=O.[Na+].[Na+]. (3) Given the product [Br:8][C:9]1[CH:10]=[C:11]([CH2:18][C:20]2[CH:25]=[CH:24][C:23]([CH2:26][CH3:27])=[CH:22][CH:21]=2)[CH:12]=[CH:13][C:14]=1[O:15][CH2:16][CH3:17], predict the reactants needed to synthesize it. The reactants are: C([SiH](CC)CC)C.[Br:8][C:9]1[CH:10]=[C:11]([CH:18]([C:20]2[CH:25]=[CH:24][C:23]([CH2:26][CH3:27])=[CH:22][CH:21]=2)O)[CH:12]=[CH:13][C:14]=1[O:15][CH2:16][CH3:17].CO.O. (4) Given the product [CH3:1][O:2][C:3](=[O:35])[NH:4][CH:5]1[CH2:14][C:13]2[C:8](=[CH:9][CH:10]=[CH:11][CH:12]=2)[N:7]([C:15](=[O:34])[CH2:16][C:17]([CH3:33])([CH3:32])[CH2:18][C@H:19]([NH:24][C:25]([O:27][C:28]([CH3:30])([CH3:29])[CH3:31])=[O:26])[C@@H:20]([OH:23])[CH2:21][NH:22][C:42](=[O:47])[C:43]([CH3:46])([CH3:45])[CH3:44])[CH2:6]1, predict the reactants needed to synthesize it. The reactants are: [CH3:1][O:2][C:3](=[O:35])[NH:4][CH:5]1[CH2:14][C:13]2[C:8](=[CH:9][CH:10]=[CH:11][CH:12]=2)[N:7]([C:15](=[O:34])[CH2:16][C:17]([CH3:33])([CH3:32])[CH2:18][C@H:19]([NH:24][C:25]([O:27][C:28]([CH3:31])([CH3:30])[CH3:29])=[O:26])[C@@H:20]([OH:23])[CH2:21][NH2:22])[CH2:6]1.C(=O)([O-])[O-].[Na+].[Na+].[C:42](Cl)(=[O:47])[C:43]([CH3:46])([CH3:45])[CH3:44]. (5) Given the product [Br:1][C:2]1[CH:7]=[CH:6][C:5]([S:8]([NH:19][C@H:20]2[CH2:25][CH2:24][C@H:23]([OH:26])[CH2:22][CH2:21]2)(=[O:10])=[O:9])=[CH:4][CH:3]=1, predict the reactants needed to synthesize it. The reactants are: [Br:1][C:2]1[CH:7]=[CH:6][C:5]([S:8](Cl)(=[O:10])=[O:9])=[CH:4][CH:3]=1.CCN(CC)CC.[NH2:19][C@H:20]1[CH2:25][CH2:24][C@H:23]([OH:26])[CH2:22][CH2:21]1. (6) Given the product [Cl:1][C:2]1[CH:9]=[C:8]([N:10]([CH2:16][C:17]2[CH:22]=[CH:21][CH:20]=[CH:19][C:18]=2[Cl:23])[C@H:11]2[CH2:15][CH2:14][N:13]([S:26]([CH2:24][CH3:25])(=[O:28])=[O:27])[CH2:12]2)[CH:7]=[CH:6][C:3]=1[C:4]#[N:5], predict the reactants needed to synthesize it. The reactants are: [Cl:1][C:2]1[CH:9]=[C:8]([N:10]([CH2:16][C:17]2[CH:22]=[CH:21][CH:20]=[CH:19][C:18]=2[Cl:23])[C@H:11]2[CH2:15][CH2:14][NH:13][CH2:12]2)[CH:7]=[CH:6][C:3]=1[C:4]#[N:5].[CH2:24]([S:26](Cl)(=[O:28])=[O:27])[CH3:25]. (7) Given the product [OH:6][C:7]1[CH:8]=[C:9]([S:13]([N:16]([CH3:18])[CH3:17])(=[O:15])=[O:14])[CH:10]=[CH:11][CH:12]=1, predict the reactants needed to synthesize it. The reactants are: B(Br)(Br)Br.C[O:6][C:7]1[CH:8]=[C:9]([S:13]([N:16]([CH3:18])[CH3:17])(=[O:15])=[O:14])[CH:10]=[CH:11][CH:12]=1. (8) Given the product [F:1][C:2]1[CH:10]=[C:9]2[C:5]([C:6]([C:20]3[CH:24]=[N:23][N:22]([CH2:26][CH2:25][S:27]([CH3:30])(=[O:29])=[O:28])[CH:21]=3)=[CH:7][N:8]2[S:11]([C:14]2[CH:15]=[CH:16][CH:17]=[CH:18][CH:19]=2)(=[O:12])=[O:13])=[CH:4][CH:3]=1, predict the reactants needed to synthesize it. The reactants are: [F:1][C:2]1[CH:10]=[C:9]2[C:5]([C:6]([C:20]3[CH:21]=[N:22][NH:23][CH:24]=3)=[CH:7][N:8]2[S:11]([C:14]2[CH:19]=[CH:18][CH:17]=[CH:16][CH:15]=2)(=[O:13])=[O:12])=[CH:4][CH:3]=1.[CH:25]([S:27]([CH3:30])(=[O:29])=[O:28])=[CH2:26].CCN(CC)CC.